This data is from NCI-60 drug combinations with 297,098 pairs across 59 cell lines. The task is: Regression. Given two drug SMILES strings and cell line genomic features, predict the synergy score measuring deviation from expected non-interaction effect. (1) Drug 1: CN(C)C1=NC(=NC(=N1)N(C)C)N(C)C. Drug 2: C1CC(=O)NC(=O)C1N2C(=O)C3=CC=CC=C3C2=O. Cell line: KM12. Synergy scores: CSS=14.1, Synergy_ZIP=9.04, Synergy_Bliss=9.30, Synergy_Loewe=1.59, Synergy_HSA=2.12. (2) Drug 1: CC12CCC3C(C1CCC2=O)CC(=C)C4=CC(=O)C=CC34C. Drug 2: CN(C)C1=NC(=NC(=N1)N(C)C)N(C)C. Cell line: NCIH23. Synergy scores: CSS=17.4, Synergy_ZIP=0.851, Synergy_Bliss=0.631, Synergy_Loewe=-32.6, Synergy_HSA=0.248. (3) Drug 1: CC1=C(C=C(C=C1)NC2=NC=CC(=N2)N(C)C3=CC4=NN(C(=C4C=C3)C)C)S(=O)(=O)N.Cl. Drug 2: C1=NC2=C(N1)C(=S)N=CN2. Cell line: ACHN. Synergy scores: CSS=9.83, Synergy_ZIP=-4.93, Synergy_Bliss=-7.51, Synergy_Loewe=-7.02, Synergy_HSA=-6.48.